This data is from NCI-60 drug combinations with 297,098 pairs across 59 cell lines. The task is: Regression. Given two drug SMILES strings and cell line genomic features, predict the synergy score measuring deviation from expected non-interaction effect. (1) Drug 1: CC1C(C(CC(O1)OC2CC(CC3=C2C(=C4C(=C3O)C(=O)C5=C(C4=O)C(=CC=C5)OC)O)(C(=O)C)O)N)O.Cl. Drug 2: COC1=NC(=NC2=C1N=CN2C3C(C(C(O3)CO)O)O)N. Cell line: SF-295. Synergy scores: CSS=0.526, Synergy_ZIP=-2.03, Synergy_Bliss=-1.52, Synergy_Loewe=-13.8, Synergy_HSA=-3.12. (2) Drug 1: CC1=CC2C(CCC3(C2CCC3(C(=O)C)OC(=O)C)C)C4(C1=CC(=O)CC4)C. Drug 2: CC(C1=C(C=CC(=C1Cl)F)Cl)OC2=C(N=CC(=C2)C3=CN(N=C3)C4CCNCC4)N. Cell line: HS 578T. Synergy scores: CSS=-3.89, Synergy_ZIP=4.39, Synergy_Bliss=7.10, Synergy_Loewe=-2.29, Synergy_HSA=0.103. (3) Drug 1: CCCCCOC(=O)NC1=NC(=O)N(C=C1F)C2C(C(C(O2)C)O)O. Drug 2: CCC1(C2=C(COC1=O)C(=O)N3CC4=CC5=C(C=CC(=C5CN(C)C)O)N=C4C3=C2)O.Cl. Cell line: ACHN. Synergy scores: CSS=28.9, Synergy_ZIP=5.36, Synergy_Bliss=6.36, Synergy_Loewe=-12.6, Synergy_HSA=-2.26.